From a dataset of Full USPTO retrosynthesis dataset with 1.9M reactions from patents (1976-2016). Predict the reactants needed to synthesize the given product. (1) Given the product [CH3:1][C:2]1[C:6]([C:19]2[CH:18]=[C:17]([C:16]3[C:12]([CH3:11])=[N:13][O:14][C:15]=3[CH3:26])[CH:22]=[C:21]([NH2:23])[C:20]=2[NH2:24])=[C:5]([CH3:10])[NH:4][N:3]=1, predict the reactants needed to synthesize it. The reactants are: [CH3:1][C:2]1[C:6](B(O)O)=[C:5]([CH3:10])[NH:4][N:3]=1.[CH3:11][C:12]1[C:16]([C:17]2[CH:22]=[C:21]([NH2:23])[C:20]([NH2:24])=[C:19](I)[CH:18]=2)=[C:15]([CH3:26])[O:14][N:13]=1.C(=O)([O-])[O-].[Cs+].[Cs+]. (2) Given the product [CH3:35][C:32]1[CH:31]=[CH:30][C:29]([O:28][C:2]2[CH:3]=[C:4]([N:8]([CH2:16][C:17]3[CH:22]=[CH:21][CH:20]=[C:19]([O:23][C:24]([F:27])([F:26])[F:25])[CH:18]=3)[CH2:9][CH:10]([OH:15])[C:11]([F:14])([F:13])[F:12])[CH:5]=[CH:6][CH:7]=2)=[CH:34][N:33]=1, predict the reactants needed to synthesize it. The reactants are: Br[C:2]1[CH:3]=[C:4]([N:8]([CH2:16][C:17]2[CH:22]=[CH:21][CH:20]=[C:19]([O:23][C:24]([F:27])([F:26])[F:25])[CH:18]=2)[CH2:9][CH:10]([OH:15])[C:11]([F:14])([F:13])[F:12])[CH:5]=[CH:6][CH:7]=1.[OH:28][C:29]1[CH:30]=[CH:31][C:32]([CH3:35])=[N:33][CH:34]=1.C([O-])([O-])=O.[Cs+].[Cs+].CC1C=CC(OC2C=C(CC(NCC3C=CC=C(OC(F)(F)F)C=3)(O)C(F)(F)F)C=CC=2)=CN=1. (3) Given the product [Br:25][C:26]1[CH:34]=[C:33]2[C:29]([C:30]([C:35]([NH:38][C:39]3[CH:44]=[CH:43][CH:42]=[CH:41][CH:40]=3)=[O:37])=[CH:31][NH:32]2)=[CH:28][CH:27]=1, predict the reactants needed to synthesize it. The reactants are: F[P-](F)(F)(F)(F)F.C[N+](C)=C(N(C)C)ON1C2N=CC=CC=2N=N1.[Br:25][C:26]1[CH:34]=[C:33]2[C:29]([C:30]([C:35]([OH:37])=O)=[CH:31][NH:32]2)=[CH:28][CH:27]=1.[NH2:38][C:39]1[CH:44]=[CH:43][CH:42]=[CH:41][CH:40]=1.C(N(C(C)C)C(C)C)C.